This data is from Reaction yield outcomes from USPTO patents with 853,638 reactions. The task is: Predict the reaction yield, written as a fraction of the theoretical maximum amount of product (1.0 means a 100% yield; for example, 0.34 means a 34% yield). (1) The reactants are [CH:1]([S:4][C:5]1[CH:15]=[CH:14][C:8]([C:9]([O:11][CH2:12][CH3:13])=[O:10])=[CH:7][CH:6]=1)([CH3:3])[CH3:2].OO.C([O-])([O-])=[O:19].[Na+].[Na+]. The catalyst is CC(O)=O. The product is [CH:1]([S:4]([C:5]1[CH:15]=[CH:14][C:8]([C:9]([O:11][CH2:12][CH3:13])=[O:10])=[CH:7][CH:6]=1)=[O:19])([CH3:2])[CH3:3]. The yield is 0.650. (2) The reactants are Cl.[OH:2][CH:3]1[CH2:6][NH:5][CH2:4]1.[C:7](Cl)(=[O:14])[C:8]1[CH:13]=[CH:12][CH:11]=[CH:10][CH:9]=1.C(=O)([O-])[O-].[K+].[K+]. The catalyst is O.C(OCC)(=O)C. The product is [OH:2][CH:3]1[CH2:6][N:5]([C:7]([C:8]2[CH:13]=[CH:12][CH:11]=[CH:10][CH:9]=2)=[O:14])[CH2:4]1. The yield is 0.830.